Dataset: NCI-60 drug combinations with 297,098 pairs across 59 cell lines. Task: Regression. Given two drug SMILES strings and cell line genomic features, predict the synergy score measuring deviation from expected non-interaction effect. Drug 1: CCC(=C(C1=CC=CC=C1)C2=CC=C(C=C2)OCCN(C)C)C3=CC=CC=C3.C(C(=O)O)C(CC(=O)O)(C(=O)O)O. Drug 2: CC(C)CN1C=NC2=C1C3=CC=CC=C3N=C2N. Cell line: SK-OV-3. Synergy scores: CSS=3.61, Synergy_ZIP=-0.240, Synergy_Bliss=1.18, Synergy_Loewe=1.06, Synergy_HSA=0.748.